From a dataset of Full USPTO retrosynthesis dataset with 1.9M reactions from patents (1976-2016). Predict the reactants needed to synthesize the given product. (1) Given the product [F:38][C:39]1[CH:46]=[CH:45][C:42]([CH2:43][NH:1][CH2:2][C@@H:3]2[C@@H:11]([C@@:12]3([CH3:21])[CH2:17][CH2:16][C@H:15]([OH:18])[CH2:14][C@@H:13]3[CH2:19][OH:20])[CH2:10][CH2:9][C@@:8]3([CH3:22])[C@H:4]2[CH2:5][CH2:6][C:7]3=[CH2:23])=[CH:41][CH:40]=1, predict the reactants needed to synthesize it. The reactants are: [NH2:1][CH2:2][C@@H:3]1[C@@H:11]([C@@:12]2([CH3:21])[CH2:17][CH2:16][C@H:15]([OH:18])[CH2:14][C@@H:13]2[CH2:19][OH:20])[CH2:10][CH2:9][C@@:8]2([CH3:22])[C@H:4]1[CH2:5][CH2:6][C:7]2=[CH2:23].[BH-](OC(C)=O)(OC(C)=O)OC(C)=O.[Na+].[F:38][C:39]1[CH:46]=[CH:45][C:42]([CH:43]=O)=[CH:41][CH:40]=1.[BH4-].[Na+]. (2) The reactants are: [Mg].Cl[Si:3]([O:10][CH2:11][CH3:12])([O:7][CH2:8][CH3:9])[O:4][CH2:5][CH3:6].Br[C:14]1[C:27]2[S:26][C:25]3[C:20](=[CH:21][CH:22]=[CH:23][CH:24]=3)[S:19][C:18]=2[CH:17]=[CH:16][CH:15]=1. Given the product [CH2:5]([O:4][Si:3]([O:10][CH2:11][CH3:12])([O:7][CH2:8][CH3:9])[C:16]1[CH:15]=[CH:14][C:27]2[S:26][C:25]3[C:20](=[CH:21][CH:22]=[CH:23][CH:24]=3)[S:19][C:18]=2[CH:17]=1)[CH3:6], predict the reactants needed to synthesize it. (3) Given the product [ClH:48].[CH:1]([S:4]([C:7]1[CH:12]=[CH:11][CH:10]=[CH:9][C:8]=1[NH:13][C:14]1[N:15]=[C:16]([NH:26][CH2:27][CH:28]2[CH2:33][CH2:32][CH2:31][CH2:30][NH:29]2)[NH:17][C:18](=[O:23])[C:19]=1[C:20]([NH2:22])=[O:21])(=[O:6])=[O:5])([CH3:3])[CH3:2], predict the reactants needed to synthesize it. The reactants are: [CH:1]([S:4]([C:7]1[CH:12]=[CH:11][CH:10]=[CH:9][C:8]=1[NH:13][C:14]1[N:15]=[C:16](SC)[NH:17][C:18](=[O:23])[C:19]=1[C:20]([NH2:22])=[O:21])(=[O:6])=[O:5])([CH3:3])[CH3:2].[NH2:26][CH2:27][CH:28]1[CH2:33][CH2:32][CH2:31][CH2:30][N:29]1C(OC(C)(C)C)=O.CN1C(=O)CCC1.[ClH:48]. (4) Given the product [CH3:1][C:2]1[O:6][N:5]=[C:4]([C:7]2[CH:8]=[CH:9][CH:10]=[CH:11][CH:12]=2)[C:3]=1[CH2:13][O:14][C:15]1[N:16]=[CH:17][C:18]([C:19]([N:26]2[CH2:27][CH2:28][S:24][CH2:25]2)=[O:21])=[CH:22][CH:23]=1, predict the reactants needed to synthesize it. The reactants are: [CH3:1][C:2]1[O:6][N:5]=[C:4]([C:7]2[CH:12]=[CH:11][CH:10]=[CH:9][CH:8]=2)[C:3]=1[CH2:13][O:14][C:15]1[CH:23]=[CH:22][C:18]([C:19]([OH:21])=O)=[CH:17][N:16]=1.[S:24]1[CH2:28][CH2:27][NH:26][CH2:25]1.O.ON1C2C=CC=CC=2N=N1.C(N(C(C)C)C(C)C)C. (5) Given the product [O:50]([C:11]1[CH:16]=[CH:15][C:14]([N:17]([C:34](=[O:43])/[CH:35]=[CH:36]/[C:37]2[CH:42]=[CH:41][CH:40]=[CH:39][CH:38]=2)[CH2:18][C:19]([N:21]2[CH2:25][CH2:24][C@H:23]([NH:26][C:27](=[O:33])[O:28][C:29]([CH3:32])([CH3:31])[CH3:30])[CH2:22]2)=[O:20])=[CH:13][CH:12]=1)[C:44]1[CH:49]=[CH:48][CH:47]=[CH:46][CH:45]=1, predict the reactants needed to synthesize it. The reactants are: C(N(CC)CC)C.B([C:11]1[CH:16]=[CH:15][C:14]([N:17]([C:34](=[O:43])/[CH:35]=[CH:36]/[C:37]2[CH:42]=[CH:41][CH:40]=[CH:39][CH:38]=2)[CH2:18][C:19]([N:21]2[CH2:25][CH2:24][C@H:23]([NH:26][C:27](=[O:33])[O:28][C:29]([CH3:32])([CH3:31])[CH3:30])[CH2:22]2)=[O:20])=[CH:13][CH:12]=1)(O)O.[C:44]1([OH:50])[CH:49]=[CH:48][CH:47]=[CH:46][CH:45]=1. (6) Given the product [CH2:1]([N:8]1[CH2:13][CH2:12][N:11]([C:14]2[CH:19]=[CH:18][C:17]([N+:20]([O-:22])=[O:21])=[CH:16][CH:15]=2)[CH2:10][CH:9]1[CH2:23][F:35])[C:2]1[CH:7]=[CH:6][CH:5]=[CH:4][CH:3]=1, predict the reactants needed to synthesize it. The reactants are: [CH2:1]([N:8]1[CH2:13][CH2:12][N:11]([C:14]2[CH:19]=[CH:18][C:17]([N+:20]([O-:22])=[O:21])=[CH:16][CH:15]=2)[CH2:10][CH:9]1[CH2:23]O)[C:2]1[CH:7]=[CH:6][CH:5]=[CH:4][CH:3]=1.COCCN(S(F)(F)[F:35])CCOC. (7) Given the product [C:32]([CH2:33][CH2:34][NH:35][C:23](=[O:24])[CH2:22][CH2:21][S:20][C:11]1[N:10]([C:7]2[CH:8]=[CH:9][C:4]([O:3][CH2:1][CH3:2])=[CH:5][CH:6]=2)[C:15](=[O:16])[C:14]2[NH:17][CH:18]=[CH:19][C:13]=2[N:12]=1)#[N:31], predict the reactants needed to synthesize it. The reactants are: [CH2:1]([O:3][C:4]1[CH:9]=[CH:8][C:7]([N:10]2[C:15](=[O:16])[C:14]3[NH:17][CH:18]=[CH:19][C:13]=3[N:12]=[C:11]2[S:20][CH2:21][CH2:22][C:23](O)=[O:24])=[CH:6][CH:5]=1)[CH3:2].Cl.C(N=C=[N:31][CH2:32][CH2:33][CH2:34][N:35](C)C)C.ON1C2C=CC=CC=2N=N1.NCCC#N. (8) Given the product [C:1]([O:5][C:6]([N:8]1[CH2:9][CH2:10][CH:11]([C:14]2[CH:19]=[CH:18][C:17]([C:20]([O:22][CH3:23])=[O:21])=[CH:16][C:15]=2[S:24]([CH3:27])(=[O:26])=[O:25])[CH2:12][CH2:13]1)=[O:7])([CH3:4])([CH3:3])[CH3:2], predict the reactants needed to synthesize it. The reactants are: [C:1]([O:5][C:6]([N:8]1[CH2:13][CH:12]=[C:11]([C:14]2[CH:19]=[CH:18][C:17]([C:20]([O:22][CH3:23])=[O:21])=[CH:16][C:15]=2[S:24]([CH3:27])(=[O:26])=[O:25])[CH2:10][CH2:9]1)=[O:7])([CH3:4])([CH3:3])[CH3:2]. (9) Given the product [CH:23]1([C@@H:16]([C:12]2[CH:13]=[CH:14][CH:15]=[C:10]([O:9][CH2:8][C:6]3[CH:5]=[N:4][C:3]([C:26]4[C:31]([F:32])=[CH:30][N:29]=[C:28]([O:33][CH3:34])[CH:27]=4)=[C:2]([CH:35]=[C:36]([CH3:47])[CH3:40])[N:7]=3)[CH:11]=2)[CH2:17][C:18]([O:20][CH2:21][CH3:22])=[O:19])[CH2:25][CH2:24]1, predict the reactants needed to synthesize it. The reactants are: Cl[C:2]1[N:7]=[C:6]([CH2:8][O:9][C:10]2[CH:11]=[C:12]([C@H:16]([CH:23]3[CH2:25][CH2:24]3)[CH2:17][C:18]([O:20][CH2:21][CH3:22])=[O:19])[CH:13]=[CH:14][CH:15]=2)[CH:5]=[N:4][C:3]=1[C:26]1[C:31]([F:32])=[CH:30][N:29]=[C:28]([O:33][CH3:34])[CH:27]=1.[CH3:35][C:36]1([CH3:47])[C:40](C)(C)OB(C=C(C)C)O1.C([O-])([O-])=O.[Cs+].[Cs+].O1CCOCC1. (10) Given the product [C:38]([O:37][C:35]([N:22]([C:35]([O:37][C:38]([CH3:41])([CH3:40])[CH3:39])=[O:36])[C:20](=[O:21])[C:19]1[CH:23]=[C:24]([N:27]2[CH2:31][CH2:30][CH2:29][S:28]2(=[O:32])=[O:33])[CH:25]=[CH:26][C:18]=1[C:16]([N:13]1[CH2:12][CH2:11][N:10]([C:7]2[C:6]([CH3:34])=[CH:5][C:4]([CH:1]3[CH2:3][CH2:2]3)=[CH:9][N:8]=2)[CH2:15][CH2:14]1)=[O:17])=[O:36])([CH3:41])([CH3:40])[CH3:39], predict the reactants needed to synthesize it. The reactants are: [CH:1]1([C:4]2[CH:5]=[C:6]([CH3:34])[C:7]([N:10]3[CH2:15][CH2:14][N:13]([C:16]([C:18]4[CH:26]=[CH:25][C:24]([N:27]5[CH2:31][CH2:30][CH2:29][S:28]5(=[O:33])=[O:32])=[CH:23][C:19]=4[C:20]([NH2:22])=[O:21])=[O:17])[CH2:12][CH2:11]3)=[N:8][CH:9]=2)[CH2:3][CH2:2]1.[C:35](O[C:35]([O:37][C:38]([CH3:41])([CH3:40])[CH3:39])=[O:36])([O:37][C:38]([CH3:41])([CH3:40])[CH3:39])=[O:36].